Task: Predict the product of the given reaction.. Dataset: Forward reaction prediction with 1.9M reactions from USPTO patents (1976-2016) (1) The product is: [C:25]([O:24][C:22]([C:21]1[C:20]([O:30][CH2:31][C:32]2[CH:37]=[CH:36][CH:35]=[CH:34][CH:33]=2)=[C:19]([OH:18])[N:16]=[C:14]([CH2:13][C:7]2([C:1]3[CH:6]=[CH:5][CH:4]=[CH:3][CH:2]=3)[CH2:12][CH2:11][CH2:10][CH2:9][CH2:8]2)[N:15]=1)=[O:23])([CH3:28])([CH3:26])[CH3:27]. Given the reactants [C:1]1([C:7]2([CH2:13][C:14]([NH2:16])=[NH:15])[CH2:12][CH2:11][CH2:10][CH2:9][CH2:8]2)[CH:6]=[CH:5][CH:4]=[CH:3][CH:2]=1.C[O:18][C:19](=O)/[C:20](/[O:30][CH2:31][C:32]1[CH:37]=[CH:36][CH:35]=[CH:34][CH:33]=1)=[C:21](\O)/[C:22]([O:24][C:25]([CH3:28])([CH3:27])[CH3:26])=[O:23].C[O-].[Na+], predict the reaction product. (2) Given the reactants [H-].[Na+].[F:3][C:4]1[CH:5]=[C:6]([CH2:28][OH:29])[CH:7]=[CH:8][C:9]=1[C:10]1[S:11][C:12]2[C:17]([N:18]=1)=[CH:16][CH:15]=[C:14]([C:19]1([C:22]3[CH:27]=[CH:26][CH:25]=[CH:24][CH:23]=3)[CH2:21][CH2:20]1)[N:13]=2.Br[CH2:31][C:32]([O:34][CH3:35])=[O:33], predict the reaction product. The product is: [F:3][C:4]1[CH:5]=[C:6]([CH:7]=[CH:8][C:9]=1[C:10]1[S:11][C:12]2[C:17]([N:18]=1)=[CH:16][CH:15]=[C:14]([C:19]1([C:22]3[CH:23]=[CH:24][CH:25]=[CH:26][CH:27]=3)[CH2:20][CH2:21]1)[N:13]=2)[CH2:28][O:29][CH2:31][C:32]([O:34][CH3:35])=[O:33].